Predict the reaction yield, written as a fraction of the theoretical maximum amount of product (1.0 means a 100% yield; for example, 0.34 means a 34% yield). From a dataset of Reaction yield outcomes from USPTO patents with 853,638 reactions. (1) The reactants are Cl[C:2]1[N:3]=[CH:4][C:5]2[N:6]([C:8]([C:18]3[CH:23]=[CH:22][N:21]=[C:20]([S:24][CH3:25])[N:19]=3)=[C:9]([C:11]3[CH:16]=[CH:15][C:14]([F:17])=[CH:13][CH:12]=3)[N:10]=2)[CH:7]=1.C(=O)([O-])[O-].[Na+].[Na+].F[B-](F)(F)F.[C:37](P(C(C)(C)C)C(C)(C)C)(C)(C)[CH3:38].C(B1OC(C)(C)C(C)(C)O1)=C. The catalyst is O.O1CCOCC1. The product is [CH2:37]([C:2]1[N:3]=[CH:4][C:5]2[N:6]([C:8]([C:18]3[CH:23]=[CH:22][N:21]=[C:20]([S:24][CH3:25])[N:19]=3)=[C:9]([C:11]3[CH:16]=[CH:15][C:14]([F:17])=[CH:13][CH:12]=3)[N:10]=2)[CH:7]=1)[CH3:38]. The yield is 0.650. (2) The reactants are [N:1]1([C:7]2[CH:12]=[CH:11][C:10]([NH:13][C:14]3[N:19]=[CH:18][C:17]4=[CH:20][CH:21]=[C:22]([C:23]5[CH2:24][CH2:25][NH:26][CH2:27][CH:28]=5)[N:16]4[N:15]=3)=[CH:9][CH:8]=2)[CH2:6][CH2:5][O:4][CH2:3][CH2:2]1.C(#N)C.C(=O)([O-])[O-].[K+].[K+].[CH3:38][S:39](Cl)(=[O:41])=[O:40]. No catalyst specified. The product is [CH3:38][S:39]([N:26]1[CH2:25][CH:24]=[C:23]([C:22]2[N:16]3[C:17]([CH:18]=[N:19][C:14]([NH:13][C:10]4[CH:11]=[CH:12][C:7]([N:1]5[CH2:2][CH2:3][O:4][CH2:5][CH2:6]5)=[CH:8][CH:9]=4)=[N:15]3)=[CH:20][CH:21]=2)[CH2:28][CH2:27]1)(=[O:41])=[O:40]. The yield is 0.360. (3) The reactants are F[C:2]1[CH:3]=[CH:4][C:5]([O:11][CH3:12])=[C:6]([B:8]([OH:10])[OH:9])[CH:7]=1.BrC1C=CC=C([Cl:20])C=1OC.[Li]CCCC.COB(OC)OC. No catalyst specified. The product is [Cl:20][C:4]1[C:5]([O:11][CH3:12])=[C:6]([B:8]([OH:10])[OH:9])[CH:7]=[CH:2][CH:3]=1. The yield is 0.910. (4) The reactants are [C:1]([O:7][CH2:8][CH:9]=[CH2:10])(=[O:6])[CH2:2][C:3]([CH3:5])=O.[Br:11][C:12]1[CH:19]=[CH:18][C:15]([CH:16]=O)=[CH:14][CH:13]=1.[NH4+:20].[OH-:21]. The catalyst is CCO.C(Cl)Cl. The product is [Br:11][C:12]1[CH:19]=[CH:18][C:15]([CH:16]2[C:2]([C:1]([O:7][CH2:8][CH:9]=[CH2:10])=[O:6])=[C:3]([CH3:5])[NH:20][C:3]([CH3:5])=[C:2]2[C:1]([O:7][CH2:8][CH:9]=[CH2:10])=[O:21])=[CH:14][CH:13]=1. The yield is 0.0900. (5) The reactants are P(Cl)(Cl)([Cl:3])=O.[CH3:6][C:7]1[CH:8]=[N:9][CH:10]=[CH:11][C:12]=1[N:13]1[C:21]2[NH:20][CH:19]=[N:18][C:17](=O)[C:16]=2[CH:15]=[N:14]1. No catalyst specified. The product is [Cl:3][C:17]1[N:18]=[CH:19][N:20]=[C:21]2[N:13]([C:12]3[CH:11]=[CH:10][N:9]=[CH:8][C:7]=3[CH3:6])[N:14]=[CH:15][C:16]=12. The yield is 0.720.